Dataset: Reaction yield outcomes from USPTO patents with 853,638 reactions. Task: Predict the reaction yield, written as a fraction of the theoretical maximum amount of product (1.0 means a 100% yield; for example, 0.34 means a 34% yield). (1) The reactants are [F:1][C:2]1[C:10]([NH:11][S:12]([C:15]2[CH:20]=[CH:19][C:18]([C:21]([F:24])([F:23])[F:22])=[CH:17][CH:16]=2)(=[O:14])=[O:13])=[CH:9][CH:8]=[CH:7][C:3]=1[C:4]([OH:6])=[O:5].S(=O)(=O)(O)O.[CH3:30]O. No catalyst specified. The product is [CH3:30][O:5][C:4](=[O:6])[C:3]1[CH:7]=[CH:8][CH:9]=[C:10]([NH:11][S:12]([C:15]2[CH:20]=[CH:19][C:18]([C:21]([F:24])([F:22])[F:23])=[CH:17][CH:16]=2)(=[O:14])=[O:13])[C:2]=1[F:1]. The yield is 0.810. (2) The reactants are [CH2:1]([O:3][C:4](=[O:32])[CH:5]([C:10]1[CH:11]=[C:12]([C:22]2[CH:27]=[CH:26][C:25]([C:28]([F:31])([F:30])[F:29])=[CH:24][CH:23]=2)[CH:13]=[C:14]([CH:16]2[CH2:21][CH2:20][CH2:19][NH:18][CH2:17]2)[CH:15]=1)[CH2:6][CH:7]([CH3:9])[CH3:8])[CH3:2].Br[CH2:34][C:35]1[CH:44]=[CH:43][C:42]2[C:37](=[CH:38][CH:39]=[CH:40][CH:41]=2)[CH:36]=1.C(N(C(C)C)CC)(C)C. The catalyst is CC#N.CCOC(C)=O. The product is [CH2:1]([O:3][C:4](=[O:32])[CH:5]([C:10]1[CH:11]=[C:12]([C:22]2[CH:23]=[CH:24][C:25]([C:28]([F:29])([F:30])[F:31])=[CH:26][CH:27]=2)[CH:13]=[C:14]([CH:16]2[CH2:21][CH2:20][CH2:19][N:18]([CH2:34][C:35]3[CH:44]=[CH:43][C:42]4[C:37](=[CH:38][CH:39]=[CH:40][CH:41]=4)[CH:36]=3)[CH2:17]2)[CH:15]=1)[CH2:6][CH:7]([CH3:9])[CH3:8])[CH3:2]. The yield is 0.870. (3) The reactants are [C:1](Cl)(=[O:5])[C:2](Cl)=[O:3].C(Cl)Cl.[F:10][C:11]1[CH:12]=[C:13]2[C:17](=[CH:18][CH:19]=1)[NH:16][CH:15]=[CH:14]2.[CH3:20][O-:21].[Na+].CO. The catalyst is CCOCC. The product is [F:10][C:11]1[CH:12]=[C:13]2[C:17](=[CH:18][CH:19]=1)[NH:16][CH:15]=[C:14]2[C:1](=[O:5])[C:2]([O:21][CH3:20])=[O:3]. The yield is 0.720. (4) The catalyst is CO. The yield is 0.150. The reactants are Cl[CH2:2][C:3]([O:5][CH2:6][CH3:7])=[O:4].[NH:8]1[C:16]2[C:11](=[N:12][CH:13]=[CH:14][CH:15]=2)[C:10]([NH2:17])=[CH:9]1. The product is [NH:8]1[C:16]2[C:11](=[N:12][CH:13]=[CH:14][CH:15]=2)[C:10]([NH:17][CH2:2][C:3]([O:5][CH2:6][CH3:7])=[O:4])=[CH:9]1. (5) The reactants are C(OC(=O)[NH:7][CH2:8][CH2:9][CH2:10][CH2:11][C:12]1[CH:17]=[CH:16][C:15]([C:18](=[O:23])[NH:19][CH2:20][CH2:21][OH:22])=[CH:14][CH:13]=1)(C)(C)C.CO.[ClH:27]. No catalyst specified. The product is [ClH:27].[NH2:7][CH2:8][CH2:9][CH2:10][CH2:11][C:12]1[CH:17]=[CH:16][C:15]([C:18]([NH:19][CH2:20][CH2:21][OH:22])=[O:23])=[CH:14][CH:13]=1. The yield is 0.980.